Dataset: Full USPTO retrosynthesis dataset with 1.9M reactions from patents (1976-2016). Task: Predict the reactants needed to synthesize the given product. (1) Given the product [Br:11][C:7]1[CH:6]=[C:5]([F:10])[C:3]([NH2:4])=[C:2]([F:1])[C:8]=1[CH3:9], predict the reactants needed to synthesize it. The reactants are: [F:1][C:2]1[C:8]([CH3:9])=[CH:7][CH:6]=[C:5]([F:10])[C:3]=1[NH2:4].[Br:11]Br. (2) Given the product [OH:23][CH2:22][C@@H:21]([NH:20][C:12]([C:10]1[CH:9]=[CH:8][C:7]([N:15]2[CH2:19][CH2:18][CH2:17][CH2:16]2)=[C:6]([O:5][CH2:4][CH:1]2[CH2:2][CH2:3]2)[N:11]=1)=[O:14])[CH2:24][CH:25]([CH3:27])[CH3:26], predict the reactants needed to synthesize it. The reactants are: [CH:1]1([CH2:4][O:5][C:6]2[N:11]=[C:10]([C:12]([OH:14])=O)[CH:9]=[CH:8][C:7]=2[N:15]2[CH2:19][CH2:18][CH2:17][CH2:16]2)[CH2:3][CH2:2]1.[NH2:20][C@@H:21]([CH2:24][CH:25]([CH3:27])[CH3:26])[CH2:22][OH:23]. (3) Given the product [Cl:2][C:3]1[C:7]([Cl:8])=[C:6]([CH3:9])[NH:5][C:4]=1[C:10]([NH:12][CH:13]1[CH2:18][CH2:17][N:16]([C:20]2[N:25]=[C:24]([C:26]([O:28][CH3:29])=[O:27])[CH:23]=[C:22]([O:30][CH3:31])[N:21]=2)[CH2:15][CH2:14]1)=[O:11], predict the reactants needed to synthesize it. The reactants are: Cl.[Cl:2][C:3]1[C:7]([Cl:8])=[C:6]([CH3:9])[NH:5][C:4]=1[C:10]([NH:12][CH:13]1[CH2:18][CH2:17][NH:16][CH2:15][CH2:14]1)=[O:11].Cl[C:20]1[N:25]=[C:24]([C:26]([O:28][CH3:29])=[O:27])[CH:23]=[C:22]([O:30][CH3:31])[N:21]=1. (4) Given the product [C:1]([O:5][C:6](=[O:7])[NH:8][CH:9]([C:13]1[CH:18]=[CH:17][CH:16]=[C:15]([Cl:19])[CH:14]=1)[C:10](=[O:12])[NH:21][C:33]1[CH:28]=[N:29][CH:30]=[CH:31][CH:32]=1)([CH3:2])([CH3:3])[CH3:4], predict the reactants needed to synthesize it. The reactants are: [C:1]([O:5][C:6]([NH:8][CH:9]([C:13]1[CH:18]=[CH:17][CH:16]=[C:15]([Cl:19])[CH:14]=1)[C:10]([OH:12])=O)=[O:7])([CH3:4])([CH3:3])[CH3:2].C[N:21]1CCOCC1.N[C:28]1[CH:33]=[CH:32][CH:31]=[CH:30][N:29]=1. (5) Given the product [ClH:10].[N:1]1[C:8]([NH2:9])=[N:7][C:5]([NH2:6])=[N:4][C:2]=1[NH2:3], predict the reactants needed to synthesize it. The reactants are: [N:1]1[C:8]([NH2:9])=[N:7][C:5]([NH2:6])=[N:4][C:2]=1[NH2:3].[ClH:10].NC(N)=O. (6) Given the product [C:9]([NH:11][CH2:12][CH2:13][CH2:14][C@@H:15]([NH:21][C:22]([NH:24][CH2:25][C:26]1[CH:27]=[CH:28][C:29]([NH:32][C:33]([O:35][C:36]([CH3:37])([CH3:39])[CH3:38])=[O:34])=[CH:30][CH:31]=1)=[O:23])[C:16]([O:18][CH2:19][CH3:20])=[O:17])(=[O:8])[CH3:40], predict the reactants needed to synthesize it. The reactants are: C([O:8][C:9]([NH:11][CH2:12][CH2:13][CH2:14][C@@H:15]([NH:21][C:22]([NH:24][CH2:25][C:26]1[CH:31]=[CH:30][C:29]([NH:32][C:33]([O:35][C:36]([CH3:39])([CH3:38])[CH3:37])=[O:34])=[CH:28][CH:27]=1)=[O:23])[C:16]([O:18][CH2:19][CH3:20])=[O:17])=O)C1C=CC=CC=1.[C:40](OC(=O)C)(=O)C. (7) Given the product [C:11]([C:13]1[CH:14]=[C:15]([CH:18]=[CH:19][C:20]=1[F:21])[CH2:1][OH:3])#[N:12], predict the reactants needed to synthesize it. The reactants are: [CH:1]([OH:3])=O.C(N(CC)CC)C.[C:11]([C:13]1[CH:14]=[C:15]([CH:18]=[CH:19][C:20]=1[F:21])CBr)#[N:12].Cl. (8) Given the product [CH3:22][C:20]([C:23]1[S:24][C:25]([C:28]2[CH:33]=[CH:32][CH:31]=[C:30]([NH:34][C:35]3[N:40]=[C:39]([C:41]([F:44])([F:42])[F:43])[CH:38]=[CH:37][N:36]=3)[CH:29]=2)=[CH:26][N:27]=1)([CH3:21])[CH2:19][OH:18], predict the reactants needed to synthesize it. The reactants are: [Si]([O:18][CH2:19][C:20]([C:23]1[S:24][C:25]([C:28]2[CH:29]=[C:30]([NH:34][C:35]3[N:40]=[C:39]([C:41]([F:44])([F:43])[F:42])[CH:38]=[CH:37][N:36]=3)[CH:31]=[CH:32][CH:33]=2)=[CH:26][N:27]=1)([CH3:22])[CH3:21])(C(C)(C)C)(C1C=CC=CC=1)C1C=CC=CC=1.CCCC[N+](CCCC)(CCCC)CCCC.[F-].